Dataset: Full USPTO retrosynthesis dataset with 1.9M reactions from patents (1976-2016). Task: Predict the reactants needed to synthesize the given product. (1) Given the product [NH2:8][C@H:5]([C:9]([OH:10])=[O:12])[CH2:4][CH2:3][S:2][CH3:1], predict the reactants needed to synthesize it. The reactants are: [CH3:1][S:2][CH2:3][CH2:4][CH:5]=O.C#[N:8].[C:9](=[O:12])([O-])[O-:10].[NH4+].[NH4+]. (2) Given the product [CH2:1]([O:3][C:4]([C:6]1[N:11]=[C:10]([Br:23])[C:9]2[N:12]=[C:13]([C:15]3[CH:20]=[CH:19][C:18]([F:21])=[CH:17][CH:16]=3)[S:14][C:8]=2[C:7]=1[OH:22])=[O:5])[CH3:2], predict the reactants needed to synthesize it. The reactants are: [CH2:1]([O:3][C:4]([C:6]1[N:11]=[CH:10][C:9]2[N:12]=[C:13]([C:15]3[CH:20]=[CH:19][C:18]([F:21])=[CH:17][CH:16]=3)[S:14][C:8]=2[C:7]=1[OH:22])=[O:5])[CH3:2].[Br:23]N1C(=O)CCC1=O.C(OOC(=O)C1C=CC=CC=1)(=O)C1C=CC=CC=1. (3) The reactants are: [CH3:1][O:2][C:3](=[O:17])[CH:4]([NH:8][C:9]([CH:11]1[CH2:16][CH2:15][CH2:14][CH2:13][CH2:12]1)=[O:10])[C:5](=O)[CH3:6].FC(F)(F)C(OC(=O)C(F)(F)F)=O.FC(F)(F)C(O)=O.C(=O)([O-])[O-].[Na+].[Na+]. Given the product [CH3:1][O:2][C:3]([C:4]1[N:8]=[C:9]([CH:11]2[CH2:16][CH2:15][CH2:14][CH2:13][CH2:12]2)[O:10][C:5]=1[CH3:6])=[O:17], predict the reactants needed to synthesize it. (4) The reactants are: Cl.[CH2:2]([O:4][C:5](=[O:18])[C@H:6]([CH2:8][C:9]1[CH:14]=[CH:13][C:12]([N+:15]([O-:17])=[O:16])=[CH:11][CH:10]=1)[NH2:7])[CH3:3].[C:19](=[O:22])([O-])[O-].[K+].[K+].[OH2:25]. Given the product [CH2:2]([O:4][C:5](=[O:18])[C@@H:6]([NH:7][C:8]1[C:9]2([CH2:14][CH2:13][O:25][CH2:11][CH2:10]2)[C:19](=[O:22])[CH:6]=1)[CH2:8][C:9]1[CH:14]=[CH:13][C:12]([N+:15]([O-:17])=[O:16])=[CH:11][CH:10]=1)[CH3:3], predict the reactants needed to synthesize it.